From a dataset of NCI-60 drug combinations with 297,098 pairs across 59 cell lines. Regression. Given two drug SMILES strings and cell line genomic features, predict the synergy score measuring deviation from expected non-interaction effect. (1) Drug 1: CCC(=C(C1=CC=CC=C1)C2=CC=C(C=C2)OCCN(C)C)C3=CC=CC=C3.C(C(=O)O)C(CC(=O)O)(C(=O)O)O. Drug 2: CC1C(C(CC(O1)OC2CC(CC3=C2C(=C4C(=C3O)C(=O)C5=CC=CC=C5C4=O)O)(C(=O)C)O)N)O. Cell line: LOX IMVI. Synergy scores: CSS=47.3, Synergy_ZIP=-0.129, Synergy_Bliss=0.448, Synergy_Loewe=-7.10, Synergy_HSA=3.10. (2) Drug 1: CCC(=C(C1=CC=CC=C1)C2=CC=C(C=C2)OCCN(C)C)C3=CC=CC=C3.C(C(=O)O)C(CC(=O)O)(C(=O)O)O. Drug 2: CC(C)(C#N)C1=CC(=CC(=C1)CN2C=NC=N2)C(C)(C)C#N. Cell line: HOP-92. Synergy scores: CSS=5.30, Synergy_ZIP=0.926, Synergy_Bliss=4.12, Synergy_Loewe=3.59, Synergy_HSA=3.35. (3) Drug 1: CNC(=O)C1=CC=CC=C1SC2=CC3=C(C=C2)C(=NN3)C=CC4=CC=CC=N4. Drug 2: CC1=C2C(C(=O)C3(C(CC4C(C3C(C(C2(C)C)(CC1OC(=O)C(C(C5=CC=CC=C5)NC(=O)OC(C)(C)C)O)O)OC(=O)C6=CC=CC=C6)(CO4)OC(=O)C)OC)C)OC. Cell line: HL-60(TB). Synergy scores: CSS=84.5, Synergy_ZIP=18.9, Synergy_Bliss=18.8, Synergy_Loewe=-24.5, Synergy_HSA=19.3. (4) Synergy scores: CSS=24.0, Synergy_ZIP=-0.426, Synergy_Bliss=0.105, Synergy_Loewe=-11.9, Synergy_HSA=2.80. Cell line: MCF7. Drug 2: C1C(C(OC1N2C=NC3=C2NC=NCC3O)CO)O. Drug 1: C1C(C(OC1N2C=C(C(=O)NC2=O)F)CO)O. (5) Drug 1: CC1=C2C(C(=O)C3(C(CC4C(C3C(C(C2(C)C)(CC1OC(=O)C(C(C5=CC=CC=C5)NC(=O)OC(C)(C)C)O)O)OC(=O)C6=CC=CC=C6)(CO4)OC(=O)C)OC)C)OC. Drug 2: CCC1(C2=C(COC1=O)C(=O)N3CC4=CC5=C(C=CC(=C5CN(C)C)O)N=C4C3=C2)O.Cl. Cell line: SN12C. Synergy scores: CSS=65.8, Synergy_ZIP=7.33, Synergy_Bliss=5.42, Synergy_Loewe=7.86, Synergy_HSA=10.7.